The task is: Predict the product of the given reaction.. This data is from Forward reaction prediction with 1.9M reactions from USPTO patents (1976-2016). (1) Given the reactants [CH:1]([C:4]1[CH:5]=[C:6]([C:12]([OH:14])=O)[S:7][C:8]=1[CH:9]([CH3:11])[CH3:10])([CH3:3])[CH3:2].[F:15][C:16]1[CH:26]=[C:25]([NH2:27])[CH:24]=[C:23]([F:28])[C:17]=1[C:18]([O:20][CH2:21]C)=[O:19], predict the reaction product. The product is: [F:15][C:16]1[CH:26]=[C:25]([NH:27][C:12]([C:6]2[S:7][C:8]([CH:9]([CH3:10])[CH3:11])=[C:4]([CH:1]([CH3:2])[CH3:3])[CH:5]=2)=[O:14])[CH:24]=[C:23]([F:28])[C:17]=1[C:18]([O:20][CH3:21])=[O:19]. (2) The product is: [CH:38]1([S:41]([NH:44][C:18]([C:17]2[CH:16]=[C:15]([CH:10]3[C:9]([CH3:25])([CH3:24])[CH2:8][C:7]4[C:12](=[CH:13][CH:14]=[C:5]([C:3]([O:2][CH3:1])=[O:4])[CH:6]=4)[NH:11]3)[CH:23]=[CH:22][CH:21]=2)=[O:19])(=[O:43])=[O:42])[CH2:40][CH2:39]1. Given the reactants [CH3:1][O:2][C:3]([C:5]1[CH:6]=[C:7]2[C:12](=[CH:13][CH:14]=1)[NH:11][CH:10]([C:15]1[CH:16]=[C:17]([CH:21]=[CH:22][CH:23]=1)[C:18](O)=[O:19])[C:9]([CH3:25])([CH3:24])[CH2:8]2)=[O:4].C(N1C=CN=C1)(N1C=CN=C1)=O.[CH:38]1([S:41]([NH2:44])(=[O:43])=[O:42])[CH2:40][CH2:39]1.N12CCCN=C1CCCCC2, predict the reaction product. (3) Given the reactants [NH2:1][C@H:2]([CH2:6][O:7][CH:8]([F:10])[F:9])[C:3]([OH:5])=[O:4].C(=O)(O)[O-].[Na+].[C:16](O[C:16]([O:18][C:19]([CH3:22])([CH3:21])[CH3:20])=[O:17])([O:18][C:19]([CH3:22])([CH3:21])[CH3:20])=[O:17], predict the reaction product. The product is: [C:19]([O:18][C:16]([NH:1][C@H:2]([CH2:6][O:7][CH:8]([F:10])[F:9])[C:3]([OH:5])=[O:4])=[O:17])([CH3:22])([CH3:21])[CH3:20]. (4) Given the reactants [NH2:1][C:2]1[CH:3]=[CH:4][C:5]2[N:10]([CH3:11])[C:9](=[O:12])[O:8][C:7]([CH2:15][CH3:16])([CH2:13][CH3:14])[C:6]=2[CH:17]=1.[C:18]([C:21]1[CH:22]=[C:23](B(O)O)[CH:24]=[CH:25][CH:26]=1)(=[O:20])[CH3:19], predict the reaction product. The product is: [C:18]([C:21]1[CH:26]=[C:25]([NH:1][C:2]2[CH:3]=[CH:4][C:5]3[N:10]([CH3:11])[C:9](=[O:12])[O:8][C:7]([CH2:15][CH3:16])([CH2:13][CH3:14])[C:6]=3[CH:17]=2)[CH:24]=[CH:23][CH:22]=1)(=[O:20])[CH3:19]. (5) Given the reactants [Br:1][C:2]1[CH:7]=[CH:6][C:5]([NH:8][C:9]2[C:10]([C:17](O)=[O:18])=[CH:11][N:12]([CH3:16])[C:13](=[O:15])[CH:14]=2)=[C:4]([F:20])[CH:3]=1.CC[N:23]=C=NCCCN(C)C.Cl.C1C=CC2N(O)N=NC=2C=1.[NH4+].[Cl-].CCN(CC)CC, predict the reaction product. The product is: [Br:1][C:2]1[CH:7]=[CH:6][C:5]([NH:8][C:9]2[C:10]([C:17]([NH2:23])=[O:18])=[CH:11][N:12]([CH3:16])[C:13](=[O:15])[CH:14]=2)=[C:4]([F:20])[CH:3]=1.